This data is from Catalyst prediction with 721,799 reactions and 888 catalyst types from USPTO. The task is: Predict which catalyst facilitates the given reaction. Reactant: [CH3:1][O:2][C:3]1[N:8]=[C:7]([N:9]2[CH:13]=[C:12]([CH3:14])[N:11]=[C:10]2[CH2:15][CH2:16][C:17]([F:20])([F:19])[F:18])[C:6]([NH2:21])=[CH:5][CH:4]=1.N[C:23](N)=[O:24].C(O)(=O)C. Product: [CH3:1][O:2][C:3]1[CH:4]=[CH:5][C:6]2[NH:21][C:23](=[O:24])[C:13]3[N:9]([C:10]([CH2:15][CH2:16][C:17]([F:18])([F:19])[F:20])=[N:11][C:12]=3[CH3:14])[C:7]=2[N:8]=1. The catalyst class is: 6.